From a dataset of Full USPTO retrosynthesis dataset with 1.9M reactions from patents (1976-2016). Predict the reactants needed to synthesize the given product. (1) Given the product [I:1][C:2]1[C:6]2[C:7]([O:11][CH3:12])=[N:8][CH:9]=[CH:10][C:5]=2[N:4]([CH:26]2[CH2:31][CH2:30][O:29][CH2:28][CH2:27]2)[CH:3]=1, predict the reactants needed to synthesize it. The reactants are: [I:1][C:2]1[C:6]2[C:7]([O:11][CH3:12])=[N:8][CH:9]=[CH:10][C:5]=2[NH:4][CH:3]=1.[H-].[Na+].CC1C=CC(S(O[CH:26]2[CH2:31][CH2:30][O:29][CH2:28][CH2:27]2)(=O)=O)=CC=1. (2) Given the product [Br:1][C:2]1[CH:3]=[CH:4][C:5]([CH2:6][C@@H:7]([C:26]([OH:28])=[O:27])[NH:8][C:9]([C@H:11]2[CH2:12][CH2:13][C@H:14]([CH2:17][NH:18][C:19]([O:21][C:22]([CH3:25])([CH3:23])[CH3:24])=[O:20])[CH2:15][CH2:16]2)=[O:10])=[CH:30][CH:31]=1, predict the reactants needed to synthesize it. The reactants are: [Br:1][C:2]1[CH:31]=[CH:30][C:5]([CH2:6][C@@H:7]([C:26]([O:28]C)=[O:27])[NH:8][C:9]([C@H:11]2[CH2:16][CH2:15][C@H:14]([CH2:17][NH:18][C:19]([O:21][C:22]([CH3:25])([CH3:24])[CH3:23])=[O:20])[CH2:13][CH2:12]2)=[O:10])=[CH:4][CH:3]=1.[OH-].[Li+].Cl.C(OCC)(=O)C. (3) Given the product [N:29]1[O:30][N:31]=[C:32]2[CH:37]=[C:36]([CH2:38][N:39]3[CH2:43][CH2:42][N:41]([C:44]4[S:45][C:46]([C:50]([OH:52])=[O:51])=[C:47]([CH3:49])[N:48]=4)[C:40]3=[O:55])[CH:35]=[CH:34][C:33]=12, predict the reactants needed to synthesize it. The reactants are: CC1C=C(N2CCN(CC3C=CC(C(F)(F)F)=CC=3)C2=O)SC=1C(OCC)=O.[N:29]1[O:30][N:31]=[C:32]2[CH:37]=[C:36]([CH2:38][N:39]3[CH2:43][CH2:42][N:41]([C:44]4[S:45][C:46]([C:50]([O:52]CC)=[O:51])=[C:47]([CH3:49])[N:48]=4)[C:40]3=[O:55])[CH:35]=[CH:34][C:33]=12. (4) Given the product [F:1][C:2]1[CH:3]=[C:4]2[C:9](=[CH:10][C:11]=1[O:12][CH:13]([CH3:14])[CH3:15])[N:8]=[C:7]([CH:16]=[O:18])[CH:6]=[CH:5]2, predict the reactants needed to synthesize it. The reactants are: [F:1][C:2]1[CH:3]=[C:4]2[C:9](=[CH:10][C:11]=1[O:12][CH:13]([CH3:15])[CH3:14])[N:8]=[C:7]([CH3:16])[CH:6]=[CH:5]2.[Se](=O)=[O:18]. (5) Given the product [CH3:32][O:31][C:24]1[CH:23]=[C:22]([CH:27]=[CH:26][C:25]=1[N+:28]([O-:30])=[O:29])[O:1][CH:2]1[CH2:3][CH2:4][N:5]([C:8]([O:10][C:11]([CH3:14])([CH3:13])[CH3:12])=[O:9])[CH2:6][CH2:7]1, predict the reactants needed to synthesize it. The reactants are: [OH:1][CH:2]1[CH2:7][CH2:6][N:5]([C:8]([O:10][C:11]([CH3:14])([CH3:13])[CH3:12])=[O:9])[CH2:4][CH2:3]1.CC(C)([O-])C.[K+].F[C:22]1[CH:27]=[CH:26][C:25]([N+:28]([O-:30])=[O:29])=[C:24]([O:31][CH3:32])[CH:23]=1.